Dataset: Full USPTO retrosynthesis dataset with 1.9M reactions from patents (1976-2016). Task: Predict the reactants needed to synthesize the given product. (1) Given the product [F:17][C:16]([F:18])([F:19])[CH:9]([NH:8][C:6](=[O:7])[O:5][C:1]([CH3:2])([CH3:4])[CH3:3])[CH2:10][CH2:11][OH:12], predict the reactants needed to synthesize it. The reactants are: [C:1]([O:5][C:6]([NH:8][CH:9]([C:16]([F:19])([F:18])[F:17])[CH2:10][C:11](OCC)=[O:12])=[O:7])([CH3:4])([CH3:3])[CH3:2].[H-].[Al+3].[Li+].[H-].[H-].[H-].O.[OH-].[Na+]. (2) Given the product [CH3:4][N:3]([CH2:5][CH:6]1[CH2:14][C:13]2[C:8](=[CH:9][CH:10]=[C:11]([F:15])[CH:12]=2)[C:7]1=[O:16])[CH3:2], predict the reactants needed to synthesize it. The reactants are: Cl.[CH3:2][N:3]([CH2:5][CH:6]1[CH2:14][C:13]2[C:8](=[CH:9][CH:10]=[C:11]([F:15])[CH:12]=2)[C:7]1=[O:16])[CH3:4].[OH-].[Na+]. (3) The reactants are: C[O:2][C:3]1[C:12]2[CH2:11][CH2:10][C:9]([CH3:14])([CH3:13])[CH2:8][C:7]=2[C:6]2[C:15]3[C:16](=[C:18]([NH:22][CH2:23][C:24]4[CH:25]=[N:26][CH:27]=[CH:28][CH:29]=4)[N:19]=[CH:20][N:21]=3)[O:17][C:5]=2[N:4]=1.[OH-].[Na+]. Given the product [CH3:13][C:9]1([CH3:14])[CH2:10][CH2:11][C:12]2[C:3]([OH:2])=[N:4][C:5]3[O:17][C:16]4[C:18]([NH:22][CH2:23][C:24]5[CH:25]=[N:26][CH:27]=[CH:28][CH:29]=5)=[N:19][CH:20]=[N:21][C:15]=4[C:6]=3[C:7]=2[CH2:8]1, predict the reactants needed to synthesize it. (4) Given the product [CH3:36][O:35][CH2:32][C:33]#[C:34][C:2]1[CH:3]=[C:4]([CH:22]=[CH:23][CH:24]=1)[CH2:5][N:6]([C:11]1[CH:16]=[CH:15][CH:14]=[C:13]([C:17]2[NH:21][N:20]=[N:19][N:18]=2)[CH:12]=1)[C:7](=[O:10])[CH2:8][CH3:9], predict the reactants needed to synthesize it. The reactants are: I[C:2]1[CH:3]=[C:4]([CH:22]=[CH:23][CH:24]=1)[CH2:5][N:6]([C:11]1[CH:16]=[CH:15][CH:14]=[C:13]([C:17]2[NH:21][N:20]=[N:19][N:18]=2)[CH:12]=1)[C:7](=[O:10])[CH2:8][CH3:9].C(N(CC)CC)C.[CH2:32]([O:35][CH3:36])[C:33]#[CH:34]. (5) Given the product [CH3:21][N:12]([CH3:13])[C:4]1[CH:5]=[C:6]([C:8]([F:9])([F:10])[F:11])[CH:7]=[C:2]([NH2:1])[CH:3]=1, predict the reactants needed to synthesize it. The reactants are: [NH2:1][C:2]1[CH:3]=[C:4]([NH:12][C:13](=O)C(F)(F)F)[CH:5]=[C:6]([C:8]([F:11])([F:10])[F:9])[CH:7]=1.C=O.[C:21](O)(=O)C.C([BH3-])#N.[Na+]. (6) Given the product [CH2:1]([O:3][C:4]([C:5]1[CH:11]=[C:10]([C:12]2[CH:17]=[CH:16][CH:15]=[CH:14][CH:13]=2)[O:8][N:6]=1)=[O:9])[CH3:2], predict the reactants needed to synthesize it. The reactants are: [CH2:1]([O:3][C:4](=[O:9])[CH2:5][N+:6]([O-:8])=O)[CH3:2].[C:10]([C:12]1[CH:17]=[CH:16][CH:15]=[CH:14][CH:13]=1)#[CH:11].C1(N=C=O)C=CC=CC=1.